From a dataset of Reaction yield outcomes from USPTO patents with 853,638 reactions. Predict the reaction yield, written as a fraction of the theoretical maximum amount of product (1.0 means a 100% yield; for example, 0.34 means a 34% yield). (1) The reactants are Br[CH2:2][C:3]([O:5][CH2:6][CH3:7])=[O:4].C(=O)([O-])[O-].[K+].[K+].[CH3:14][C:15]1[CH:24]=[C:23]([CH3:25])[C:22]2[CH2:21][CH2:20][CH2:19][CH2:18][C:17]=2[C:16]=1[N:26]1[C:30]([C:31]([F:34])([F:33])[F:32])=[N:29][N:28]=[C:27]1[SH:35].CN(C=O)C. The catalyst is C1COCC1.O. The product is [CH3:14][C:15]1[CH:24]=[C:23]([CH3:25])[C:22]2[CH2:21][CH2:20][CH2:19][CH2:18][C:17]=2[C:16]=1[N:26]1[C:30]([C:31]([F:34])([F:33])[F:32])=[N:29][N:28]=[C:27]1[S:35][CH2:2][C:3]([O:5][CH2:6][CH3:7])=[O:4]. The yield is 0.540. (2) The reactants are [CH3:1][O:2][C:3]1[CH:4]=[C:5]2[C:10](=[CH:11][CH:12]=1)[NH:9][C:8](=[O:13])[CH:7]=[CH:6]2.[H-].[Na+].Br[CH2:17][CH2:18][CH2:19]Cl.C([O-])([O-])=O.[K+].[K+].[CH2:27]([CH:31]1[CH2:36][CH2:35][NH:34][CH2:33][CH2:32]1)[CH2:28][CH2:29][CH3:30]. The catalyst is CCOCC.CC#N.CCOC(C)=O. The product is [CH2:27]([CH:31]1[CH2:36][CH2:35][N:34]([CH2:17][CH2:18][CH2:19][N:9]2[C:10]3[C:5](=[CH:4][C:3]([O:2][CH3:1])=[CH:12][CH:11]=3)[CH:6]=[CH:7][C:8]2=[O:13])[CH2:33][CH2:32]1)[CH2:28][CH2:29][CH3:30]. The yield is 0.440.